This data is from Full USPTO retrosynthesis dataset with 1.9M reactions from patents (1976-2016). The task is: Predict the reactants needed to synthesize the given product. (1) Given the product [F:12][C:13]1[CH:20]=[CH:19][C:16]([CH2:17][N:1]2[C:5]3[CH:6]=[CH:7][CH:8]=[CH:9][C:4]=3[N:3]=[N:2]2)=[CH:15][CH:14]=1, predict the reactants needed to synthesize it. The reactants are: [NH:1]1[C:5]2[CH:6]=[CH:7][CH:8]=[CH:9][C:4]=2[N:3]=[N:2]1.[OH-].[Na+].[F:12][C:13]1[CH:20]=[CH:19][C:16]([CH2:17]Br)=[CH:15][CH:14]=1. (2) Given the product [OH:1][C:2]1[C:3]([C:18]([NH:27][CH2:26][C:25]([O:24][CH2:22][CH3:23])=[O:28])=[O:19])=[C:4]2[C:9](=[CH:10][CH:11]=1)[N:8]=[C:7]([C:12]1[CH:13]=[CH:14][CH:15]=[CH:16][CH:17]=1)[CH:6]=[N:5]2, predict the reactants needed to synthesize it. The reactants are: [OH:1][C:2]1[CH:11]=[CH:10][C:9]2[N:8]=[C:7]([C:12]3[CH:17]=[CH:16][CH:15]=[CH:14][CH:13]=3)[CH:6]=[N:5][C:4]=2[C:3]=1[C:18](O)=[O:19].Cl.[CH2:22]([O:24][C:25](=[O:28])[CH2:26][NH2:27])[CH3:23].C(N(CC)CC)C.C1CN([P+](ON2N=NC3C=CC=CC2=3)(N2CCCC2)N2CCCC2)CC1.F[P-](F)(F)(F)(F)F. (3) Given the product [N:2]1([CH2:7][C:8]([N:20]2[CH2:21][C@H:17]([CH2:16][C:15]3[CH:39]=[CH:40][CH:12]=[CH:13][CH:14]=3)[CH2:18][C@H:19]2[C:22]([NH:24][C:25]2[CH:30]=[CH:29][C:28]([O:31][C:32]3[CH:37]=[CH:36][C:35]([F:38])=[CH:34][CH:33]=3)=[CH:27][CH:26]=2)=[O:23])=[O:10])[CH:6]=[CH:5][N:4]=[N:3]1, predict the reactants needed to synthesize it. The reactants are: Cl.[N:2]1([CH2:7][C:8]([OH:10])=O)[CH:6]=[CH:5][N:4]=[N:3]1.F[C:12]1[CH:40]=[CH:39][C:15]([CH2:16][C@H:17]2[CH2:21][NH:20][C@H:19]([C:22]([NH:24][C:25]3[CH:30]=[CH:29][C:28]([O:31][C:32]4[CH:37]=[CH:36][C:35]([F:38])=[CH:34][CH:33]=4)=[CH:27][CH:26]=3)=[O:23])[CH2:18]2)=[CH:14][CH:13]=1. (4) Given the product [CH3:11][N:12]1[C:16]2[CH:17]=[C:18]([C:21]3[NH:22][CH:23]=[N:24][C:25]=3[C:26]3[CH:27]=[C:28]([CH3:32])[CH:29]=[CH:30][CH:31]=3)[CH:19]=[CH:20][C:15]=2[N:14]([C:73]2[CH:74]=[CH:69][S:66][CH:72]=2)[C:13]1=[O:43], predict the reactants needed to synthesize it. The reactants are: CS(O)(=O)=O.C(=O)(O)[O-].[Na+].[CH3:11][N:12]1[C:16]2[CH:17]=[C:18]([C:21]3[N:22]=[CH:23][N:24](S(C4C=CC(C)=CC=4)(=O)=O)[C:25]=3[C:26]3[CH:27]=[C:28]([CH3:32])[CH:29]=[CH:30][CH:31]=3)[CH:19]=[CH:20][C:15]=2[NH:14][C:13]1=[O:43].CN1C2C=C(C3N([S:66]([C:69]4[CH:74]=[CH:73][C:72](C)=CC=4)(=O)=O)C=NC=3C3C=C(C)C=CC=3)C=CC=2NC1=O.S1C=CC(B(O)O)=C1.C(N(CC)CC)C.Cl. (5) Given the product [Br:11][C:12]1[C:17]([N+:18]([O-:20])=[O:19])=[CH:16][CH:15]=[CH:14][C:13]=1[O:21][CH3:4], predict the reactants needed to synthesize it. The reactants are: [N+]([C:4]1C=CC=CC=1O)([O-])=O.[Br:11][C:12]1[C:17]([N+:18]([O-:20])=[O:19])=[CH:16][CH:15]=[CH:14][C:13]=1[OH:21].C(=O)([O-])[O-].[Cs+].[Cs+]. (6) Given the product [CH3:27][O:26][C:23]1[CH:24]=[CH:25][C:20]([CH2:19][C:18]2[C:13]([O:12][C@@H:1]3[O:9][C@H:8]([C:10](=[C:31]=[O:32])[O:11][O:38][CH3:37])[C@@H:6]([OH:7])[C@H:4]([OH:5])[C@H:2]3[OH:3])=[N:14][C:15]([CH3:29])=[CH:16][C:17]=2[CH3:28])=[CH:21][CH:22]=1, predict the reactants needed to synthesize it. The reactants are: [C@@H:1]1([O:12][C:13]2[C:18]([CH2:19][C:20]3[CH:25]=[CH:24][C:23]([O:26][CH3:27])=[CH:22][CH:21]=3)=[C:17]([CH3:28])[CH:16]=[C:15]([CH3:29])[N:14]=2)[O:9][C@H:8]([CH2:10][OH:11])[C@@H:6]([OH:7])[C@H:4]([OH:5])[C@H:2]1[OH:3].Cl[C:31](OC)=[O:32].C(O)(=O)C[C:37](CC(O)=O)(C(O)=O)[OH:38]. (7) Given the product [O:12]1[CH2:13][CH:14]=[C:9]([C:17]2[C:25]3[C:20](=[CH:21][CH:22]=[C:23]([N+:26]([O-:28])=[O:27])[CH:24]=3)[N:19]([C:29]([C:42]3[CH:47]=[CH:46][CH:45]=[CH:44][CH:43]=3)([C:30]3[CH:31]=[CH:32][CH:33]=[CH:34][CH:35]=3)[C:36]3[CH:41]=[CH:40][CH:39]=[CH:38][CH:37]=3)[N:18]=2)[CH2:10][CH2:11]1, predict the reactants needed to synthesize it. The reactants are: CC1(C)C(C)(C)OB([C:9]2[CH2:10][CH2:11][O:12][CH2:13][CH:14]=2)O1.Br[C:17]1[C:25]2[C:20](=[CH:21][CH:22]=[C:23]([N+:26]([O-:28])=[O:27])[CH:24]=2)[N:19]([C:29]([C:42]2[CH:47]=[CH:46][CH:45]=[CH:44][CH:43]=2)([C:36]2[CH:41]=[CH:40][CH:39]=[CH:38][CH:37]=2)[C:30]2[CH:35]=[CH:34][CH:33]=[CH:32][CH:31]=2)[N:18]=1.P([O-])([O-])([O-])=O.[K+].[K+].[K+]. (8) Given the product [CH3:15][C:14]1[C:3]2[C:2](=[O:26])[C:11]3[C:6](=[CH:7][CH:8]=[CH:9][CH:10]=3)[NH:5][C:4]=2[N:12]([C:16]2[CH:21]=[CH:20][CH:19]=[C:18]([CH3:22])[N:17]=2)[N:13]=1, predict the reactants needed to synthesize it. The reactants are: Cl[C:2]1[C:11]2[C:6](=[CH:7][CH:8]=[CH:9][CH:10]=2)[N:5]=[C:4]2[N:12]([C:16]3[CH:21]=[CH:20][CH:19]=[C:18]([CH3:22])[N:17]=3)[N:13]=[C:14]([CH3:15])[C:3]=12.Cl.C([OH:26])C. (9) Given the product [O:3]1[CH:2]=[CH:1][CH:5]=[C:4]1/[CH:6]=[CH:9]/[C:10]([OH:12])=[O:11], predict the reactants needed to synthesize it. The reactants are: [CH:1]1[CH:5]=[C:4]([CH:6]=O)[O:3][CH:2]=1.C(O)(=O)[CH2:9][C:10]([OH:12])=[O:11].N1CCCCC1.Cl. (10) Given the product [F:15][C:10]1[CH:9]=[C:8]([CH2:7][C@@H:6]([C:16]2[C:21]([C:22]3[CH:23]=[CH:24][C:25]([F:31])=[C:26]([CH:30]=3)[C:27]([NH2:29])=[O:28])=[CH:20][CH:19]=[CH:18][N:17]=2)[NH:5][C:3](=[O:4])[CH2:2][N:43]2[CH:44]=[C:40]([B:35]3[O:36][C:37]([CH3:39])([CH3:38])[C:33]([CH3:32])([CH3:49])[O:34]3)[C:41]([C:45]([F:48])([F:47])[F:46])=[N:42]2)[CH:13]=[C:12]([F:14])[CH:11]=1, predict the reactants needed to synthesize it. The reactants are: Cl[CH2:2][C:3]([NH:5][C@H:6]([C:16]1[C:21]([C:22]2[CH:23]=[CH:24][C:25]([F:31])=[C:26]([CH:30]=2)[C:27]([NH2:29])=[O:28])=[CH:20][CH:19]=[CH:18][N:17]=1)[CH2:7][C:8]1[CH:13]=[C:12]([F:14])[CH:11]=[C:10]([F:15])[CH:9]=1)=[O:4].[CH3:32][C:33]1([CH3:49])[C:37]([CH3:39])([CH3:38])[O:36][B:35]([C:40]2[C:41]([C:45]([F:48])([F:47])[F:46])=[N:42][NH:43][CH:44]=2)[O:34]1.